Dataset: Full USPTO retrosynthesis dataset with 1.9M reactions from patents (1976-2016). Task: Predict the reactants needed to synthesize the given product. The reactants are: [F:1][C:2]1[CH:7]=[CH:6][C:5]([C:8]([C:10]2[CH:11]=[N:12][C:13]([N:16]3[CH2:21][CH2:20][N:19]([C:22]([O:24][C:25]([CH3:28])([CH3:27])[CH3:26])=[O:23])[CH2:18][CH2:17]3)=[N:14][CH:15]=2)=[CH2:9])=[CH:4][CH:3]=1.B.C1C[O:33]CC1.[OH-].[Na+].OO.Cl. Given the product [F:1][C:2]1[CH:7]=[CH:6][C:5]([CH:8]([C:10]2[CH:11]=[N:12][C:13]([N:16]3[CH2:21][CH2:20][N:19]([C:22]([O:24][C:25]([CH3:28])([CH3:27])[CH3:26])=[O:23])[CH2:18][CH2:17]3)=[N:14][CH:15]=2)[CH2:9][OH:33])=[CH:4][CH:3]=1, predict the reactants needed to synthesize it.